From a dataset of Merck oncology drug combination screen with 23,052 pairs across 39 cell lines. Regression. Given two drug SMILES strings and cell line genomic features, predict the synergy score measuring deviation from expected non-interaction effect. (1) Drug 1: NC(=O)c1cccc2cn(-c3ccc(C4CCCNC4)cc3)nc12. Drug 2: C#Cc1cccc(Nc2ncnc3cc(OCCOC)c(OCCOC)cc23)c1. Cell line: T47D. Synergy scores: synergy=0.227. (2) Drug 1: COC1=C2CC(C)CC(OC)C(O)C(C)C=C(C)C(OC(N)=O)C(OC)C=CC=C(C)C(=O)NC(=CC1=O)C2=O. Drug 2: CCc1c2c(nc3ccc(O)cc13)-c1cc3c(c(=O)n1C2)COC(=O)C3(O)CC. Cell line: VCAP. Synergy scores: synergy=-0.826. (3) Drug 1: CCC1=CC2CN(C1)Cc1c([nH]c3ccccc13)C(C(=O)OC)(c1cc3c(cc1OC)N(C)C1C(O)(C(=O)OC)C(OC(C)=O)C4(CC)C=CCN5CCC31C54)C2. Drug 2: NC(=O)c1cccc2cn(-c3ccc(C4CCCNC4)cc3)nc12. Cell line: SW620. Synergy scores: synergy=-0.996. (4) Drug 1: O=C(O)C1(Cc2cccc(Nc3nccs3)n2)CCC(Oc2cccc(Cl)c2F)CC1. Drug 2: NC(=O)c1cccc2cn(-c3ccc(C4CCCNC4)cc3)nc12. Cell line: SW837. Synergy scores: synergy=6.67. (5) Drug 1: CCC1=CC2CN(C1)Cc1c([nH]c3ccccc13)C(C(=O)OC)(c1cc3c(cc1OC)N(C)C1C(O)(C(=O)OC)C(OC(C)=O)C4(CC)C=CCN5CCC31C54)C2. Drug 2: Cn1cc(-c2cnn3c(N)c(Br)c(C4CCCNC4)nc23)cn1. Cell line: MDAMB436. Synergy scores: synergy=2.38. (6) Drug 1: CN(Cc1cnc2nc(N)nc(N)c2n1)c1ccc(C(=O)NC(CCC(=O)O)C(=O)O)cc1. Drug 2: NC1(c2ccc(-c3nc4ccn5c(=O)[nH]nc5c4cc3-c3ccccc3)cc2)CCC1. Cell line: HT144. Synergy scores: synergy=12.4. (7) Drug 1: CS(=O)(=O)CCNCc1ccc(-c2ccc3ncnc(Nc4ccc(OCc5cccc(F)c5)c(Cl)c4)c3c2)o1. Drug 2: NC1CCCCC1N.O=C(O)C(=O)O.[Pt+2]. Cell line: PA1. Synergy scores: synergy=-40.4.